From a dataset of Full USPTO retrosynthesis dataset with 1.9M reactions from patents (1976-2016). Predict the reactants needed to synthesize the given product. (1) Given the product [CH3:1][O:2][C:3]1[CH:11]=[C:10]2[C:6]([CH2:7][CH:8]([CH2:13][C:14]3[CH:19]=[CH:18][CH:17]=[C:16]([C:20]([F:23])([F:22])[F:21])[CH:15]=3)[C:9]2=[O:12])=[CH:5][C:4]=1[N:24]1[CH2:29][CH2:28][CH:27]([CH3:30])[CH2:26][CH2:25]1, predict the reactants needed to synthesize it. The reactants are: [CH3:1][O:2][C:3]1[CH:11]=[C:10]2[C:6]([CH2:7]/[C:8](=[CH:13]\[C:14]3[CH:19]=[CH:18][CH:17]=[C:16]([C:20]([F:23])([F:22])[F:21])[CH:15]=3)/[C:9]2=[O:12])=[CH:5][C:4]=1[N:24]1[CH2:29][CH2:28][CH:27]([CH3:30])[CH2:26][CH2:25]1. (2) Given the product [CH2:12]([CH:13]1[CH2:14][NH:15][C:29]([C:28]2[CH:32]=[CH:33][N:34]=[C:26]([NH:25][C:17](=[O:24])[C:18]3[CH:19]=[CH:20][CH:21]=[CH:22][CH:23]=3)[CH:27]=2)=[N:16]1)[C:6]1[CH:11]=[CH:10][CH:9]=[CH:8][CH:7]=1, predict the reactants needed to synthesize it. The reactants are: NCC(N)C.[C:6]1([CH2:12][C@H:13]([NH2:16])[CH2:14][NH2:15])[CH:11]=[CH:10][CH:9]=[CH:8][CH:7]=1.[C:17]([NH:25][C:26]1[CH:27]=[C:28]([CH:32]=[CH:33][N:34]=1)[C:29](O)=O)(=[O:24])[C:18]1[CH:23]=[CH:22][CH:21]=[CH:20][CH:19]=1.